From a dataset of Peptide-MHC class I binding affinity with 185,985 pairs from IEDB/IMGT. Regression. Given a peptide amino acid sequence and an MHC pseudo amino acid sequence, predict their binding affinity value. This is MHC class I binding data. (1) The peptide sequence is TLCAIILGGL. The MHC is HLA-A02:03 with pseudo-sequence HLA-A02:03. The binding affinity (normalized) is 0.879. (2) The peptide sequence is VLLDYQGML. The MHC is HLA-A02:06 with pseudo-sequence HLA-A02:06. The binding affinity (normalized) is 0.397. (3) The peptide sequence is SLPKTSGHY. The MHC is HLA-A01:01 with pseudo-sequence HLA-A01:01. The binding affinity (normalized) is 0.0259. (4) The peptide sequence is LGPWGKKPRNF. The MHC is Mamu-A01 with pseudo-sequence Mamu-A01. The binding affinity (normalized) is 0.673. (5) The peptide sequence is LPSIPVHPI. The MHC is HLA-B53:01 with pseudo-sequence HLA-B53:01. The binding affinity (normalized) is 0.432. (6) The peptide sequence is GSENLGSLY. The MHC is Mamu-A02 with pseudo-sequence Mamu-A02. The binding affinity (normalized) is 1.00. (7) The peptide sequence is YQYIFLSFF. The MHC is HLA-B15:17 with pseudo-sequence HLA-B15:17. The binding affinity (normalized) is 0.0847. (8) The peptide sequence is YTFGPGIRY. The MHC is Mamu-A02 with pseudo-sequence Mamu-A02. The binding affinity (normalized) is 0.860. (9) The peptide sequence is SMLSYGNVL. The MHC is HLA-A02:03 with pseudo-sequence HLA-A02:03. The binding affinity (normalized) is 0.590.